This data is from Full USPTO retrosynthesis dataset with 1.9M reactions from patents (1976-2016). The task is: Predict the reactants needed to synthesize the given product. (1) Given the product [Br:1][C:2]1[S:6][C:5]([N:7]([CH2:39][C@@H:35]([NH:36][C:41]([O:43][C:44]([CH3:45])([CH3:47])[CH3:46])=[O:42])[CH2:34][C:31]2[CH:32]=[N:33][C:28]([C:25]([F:27])([F:24])[CH3:26])=[CH:29][CH:30]=2)[C:8](=[O:14])[O:9][C:10]([CH3:13])([CH3:12])[CH3:11])=[N:4][C:3]=1[CH2:15][O:16][CH3:17], predict the reactants needed to synthesize it. The reactants are: [Br:1][C:2]1[S:6][C:5]([NH:7][C:8](=[O:14])[O:9][C:10]([CH3:13])([CH3:12])[CH3:11])=[N:4][C:3]=1[CH2:15][O:16][CH3:17].C([O-])([O-])=O.[Cs+].[Cs+].[F:24][C:25]([C:28]1[N:33]=[CH:32][C:31]([CH2:34][C@H:35]2[CH2:39]OS(=O)[N:36]2[C:41]([O:43][C:44]([CH3:47])([CH3:46])[CH3:45])=[O:42])=[CH:30][CH:29]=1)([F:27])[CH3:26]. (2) Given the product [N+:17]([C:13]1[CH:12]=[C:11]([CH:16]=[CH:15][CH:14]=1)[O:10][C:8]1[CH:7]=[CH:6][C:3]([CH:4]=[O:5])=[C:2]([B:20]2[O:24][C:23]([CH3:26])([CH3:25])[C:22]([CH3:28])([CH3:27])[O:21]2)[CH:9]=1)([O-:19])=[O:18], predict the reactants needed to synthesize it. The reactants are: Br[C:2]1[CH:9]=[C:8]([O:10][C:11]2[CH:16]=[CH:15][CH:14]=[C:13]([N+:17]([O-:19])=[O:18])[CH:12]=2)[CH:7]=[CH:6][C:3]=1[CH:4]=[O:5].[B:20]1([B:20]2[O:24][C:23]([CH3:26])([CH3:25])[C:22]([CH3:28])([CH3:27])[O:21]2)[O:24][C:23]([CH3:26])([CH3:25])[C:22]([CH3:28])([CH3:27])[O:21]1.C([O-])(=O)C.[K+].ClCCl. (3) Given the product [Cl:1][C:2]1[C:3]([C:4]([NH:12][C:13]2[CH:14]=[C:15]3[C:19](=[CH:20][CH:21]=2)[N:18]([C:22]([O:24][C:25]([CH3:28])([CH3:27])[CH3:26])=[O:23])[CH2:17][CH2:16]3)=[O:6])=[CH:7][CH:8]=[C:9]([CH3:11])[N:10]=1, predict the reactants needed to synthesize it. The reactants are: [Cl:1][C:2]1[N:10]=[C:9]([CH3:11])[CH:8]=[CH:7][C:3]=1[C:4]([OH:6])=O.[NH2:12][C:13]1[CH:14]=[C:15]2[C:19](=[CH:20][CH:21]=1)[N:18]([C:22]([O:24][C:25]([CH3:28])([CH3:27])[CH3:26])=[O:23])[CH2:17][CH2:16]2.O.ON1C2C=CC=CC=2N=N1.CN(C)CCCN=C=NCC. (4) Given the product [CH2:24]([O:31][C:32]1[CH:41]=[C:40]2[C:35](=[CH:34][CH:33]=1)[CH:36]=[C:37]([C:12]1[C:20]([N+:21]([O-:23])=[O:22])=[CH:19][C:15]3[O:16][CH2:17][O:18][C:14]=3[CH:13]=1)[CH2:38][CH2:39]2)[C:25]1[CH:26]=[CH:27][CH:28]=[CH:29][CH:30]=1, predict the reactants needed to synthesize it. The reactants are: BrC1C=CC2OCOC=2C=1.Br[C:12]1[C:20]([N+:21]([O-:23])=[O:22])=[CH:19][C:15]2[O:16][CH2:17][O:18][C:14]=2[CH:13]=1.[CH2:24]([O:31][C:32]1[CH:41]=[C:40]2[C:35]([CH:36]=[C:37](Br)[CH2:38][CH2:39]2)=[CH:34][CH:33]=1)[C:25]1[CH:30]=[CH:29][CH:28]=[CH:27][CH:26]=1. (5) Given the product [ClH:27].[NH2:1][C:4]1[CH:5]=[C:6]([CH2:10][S:11]([NH:14][CH2:15][B:16]([OH:18])[OH:17])(=[O:13])=[O:12])[CH:7]=[CH:8][CH:9]=1.[OH:19][C:20]([C:23]([OH:26])([CH3:25])[CH3:24])([CH3:22])[CH3:21], predict the reactants needed to synthesize it. The reactants are: [N+:1]([C:4]1[CH:5]=[C:6]([CH2:10][S:11]([NH:14][CH2:15][B:16]([OH:18])[OH:17])(=[O:13])=[O:12])[CH:7]=[CH:8][CH:9]=1)([O-])=O.[OH:19][C:20]([C:23]([OH:26])([CH3:25])[CH3:24])([CH3:22])[CH3:21].[ClH:27].